Predict the reactants needed to synthesize the given product. From a dataset of Full USPTO retrosynthesis dataset with 1.9M reactions from patents (1976-2016). (1) Given the product [S:6]1[CH:7]=[CH:8][N:9]=[C:5]1[C:4]1[NH:25][N:24]=[N:23][C:3]=1[N:10]1[CH2:11][CH2:12][N:13]([C:16]([O:18][C:19]([CH3:20])([CH3:21])[CH3:22])=[O:17])[CH2:14][CH2:15]1, predict the reactants needed to synthesize it. The reactants are: C([C:3]([N:10]1[CH2:15][CH2:14][N:13]([C:16]([O:18][C:19]([CH3:22])([CH3:21])[CH3:20])=[O:17])[CH2:12][CH2:11]1)=[CH:4][C:5]1[S:6][CH:7]=[CH:8][N:9]=1)#N.[N-:23]=[N+:24]=[N-:25].[Na+]. (2) Given the product [CH3:22][O:21][C:8]1[CH:7]=[C:6]2[C:5](=[CH:10][C:9]=1[O:11][CH2:12][CH2:13][CH2:14][N:15]1[CH2:16][CH2:17][O:18][CH2:19][CH2:20]1)[N:44]=[CH:43][N:25]([C:26]1[S:27][CH:28]=[C:29]([C:31]3[CH:36]=[CH:35][CH:34]=[CH:33][CH:32]=3)[N:30]=1)[C:23]2=[NH:24], predict the reactants needed to synthesize it. The reactants are: COC([C:5]1[CH:10]=[C:9]([O:11][CH2:12][CH2:13][CH2:14][N:15]2[CH2:20][CH2:19][O:18][CH2:17][CH2:16]2)[C:8]([O:21][CH3:22])=[CH:7][C:6]=1[C:23]#[N:24])=N.[NH2:25][C:26]1[S:27][CH:28]=[C:29]([C:31]2[CH:36]=[CH:35][CH:34]=[CH:33][CH:32]=2)[N:30]=1.[H-].[Na+].C(O)(=O)C.[CH3:43][N:44](C=O)C. (3) Given the product [Br:24][C:25]1[C:26]([N:1]2[CH2:6][CH2:5][CH2:4][C@@H:3]([NH:7][C:8](=[O:14])[O:9][C:10]([CH3:11])([CH3:13])[CH3:12])[CH2:2]2)=[C:27]2[C:33]([NH:34][C:35](=[O:40])[C:36]([OH:39])([CH3:38])[CH3:37])=[CH:32][NH:31][C:28]2=[N:29][CH:30]=1, predict the reactants needed to synthesize it. The reactants are: [NH:1]1[CH2:6][CH2:5][CH2:4][C@@H:3]([NH:7][C:8](=[O:14])[O:9][C:10]([CH3:13])([CH3:12])[CH3:11])[CH2:2]1.C(N(CC)C(C)C)(C)C.[Br:24][C:25]1[C:26](F)=[C:27]2[C:33]([NH:34][C:35](=[O:40])[C:36]([OH:39])([CH3:38])[CH3:37])=[CH:32][NH:31][C:28]2=[N:29][CH:30]=1.CC#N.O. (4) The reactants are: [C:1]1([CH:7]([C:19]2[CH:24]=[CH:23][CH:22]=[CH:21][CH:20]=2)[N:8]2[C:16]3[C:11](=[C:12]([F:17])[CH:13]=[CH:14][CH:15]=3)[C:10](I)=[CH:9]2)[CH:6]=[CH:5][CH:4]=[CH:3][CH:2]=1.I([O-])(=O)(=O)=[O:26].[Na+].[OH2:31]. Given the product [C:1]1([CH:7]([C:19]2[CH:24]=[CH:23][CH:22]=[CH:21][CH:20]=2)[N:8]2[C:16]3[C:11](=[C:12]([F:17])[CH:13]=[CH:14][CH:15]=3)[C:10](=[O:31])[C:9]2=[O:26])[CH:6]=[CH:5][CH:4]=[CH:3][CH:2]=1, predict the reactants needed to synthesize it. (5) Given the product [CH2:1]([C@@H:4]1[CH2:9][CH2:8][CH2:7][C@H:6]([O:10][CH2:14][C:15]2[N:16]=[C:17]([C:21]3[CH:26]=[CH:25][CH:24]=[C:23]([CH3:27])[CH:22]=3)[O:18][C:19]=2[CH3:20])[CH2:5]1)[CH:2]=[CH2:3], predict the reactants needed to synthesize it. The reactants are: [CH2:1]([C@@H:4]1[CH2:9][CH2:8][CH2:7][C@H:6]([OH:10])[CH2:5]1)[CH:2]=[CH2:3].[H-].[Na+].I[CH2:14][C:15]1[N:16]=[C:17]([C:21]2[CH:26]=[CH:25][CH:24]=[C:23]([CH3:27])[CH:22]=2)[O:18][C:19]=1[CH3:20].CCOCC. (6) Given the product [CH2:25]([S:26]([N:1]1[CH2:5][CH2:4][C@@H:3]([N:6]2[CH:10]=[C:9]([O:11][C:12]3[N:13]=[C:14]([OH:22])[C:15]4[CH:21]=[CH:20][N:19]=[CH:18][C:16]=4[N:17]=3)[CH:8]=[N:7]2)[CH2:2]1)(=[O:28])=[O:27])[CH3:24], predict the reactants needed to synthesize it. The reactants are: [NH:1]1[CH2:5][CH2:4][C@@H:3]([N:6]2[CH:10]=[C:9]([O:11][C:12]3[N:13]=[C:14]([OH:22])[C:15]4[CH:21]=[CH:20][N:19]=[CH:18][C:16]=4[N:17]=3)[CH:8]=[N:7]2)[CH2:2]1.Cl[CH2:24][CH2:25][S:26](CCCl)(=[O:28])=[O:27].CCN(C(C)C)C(C)C. (7) The reactants are: [CH2:1]([O:3][C:4]([C:6]1[CH:11]=[CH:10][C:9]([C:12]2[CH:17]=[C:16]([NH2:18])[CH:15]=[CH:14][C:13]=2[Cl:19])=[CH:8][CH:7]=1)=[O:5])[CH3:2].[C:20]([O:24][C:25]([N:27]([CH2:29][C:30](O)=[O:31])[CH3:28])=[O:26])([CH3:23])([CH3:22])[CH3:21].CN(C(ON1N=NC2C=CC=CC1=2)=[N+](C)C)C.F[P-](F)(F)(F)(F)F.CN1CCOCC1. Given the product [CH2:1]([O:3][C:4]([C:6]1[CH:11]=[CH:10][C:9]([C:12]2[CH:17]=[C:16]([NH:18][C:30](=[O:31])[CH2:29][N:27]([C:25]([O:24][C:20]([CH3:22])([CH3:21])[CH3:23])=[O:26])[CH3:28])[CH:15]=[CH:14][C:13]=2[Cl:19])=[CH:8][CH:7]=1)=[O:5])[CH3:2], predict the reactants needed to synthesize it. (8) Given the product [Br:4][C:5]1[CH:10]=[CH:9][C:8]([NH:1][C:2]2[S:3][C:21]([C:17]3[CH:18]=[CH:19][CH:20]=[C:15]([O:14][CH2:12][CH3:13])[CH:16]=3)=[N:23][N:24]=2)=[CH:7][C:6]=1[Cl:11], predict the reactants needed to synthesize it. The reactants are: [N-:1]=[C:2]=[S:3].[Br:4][C:5]1[CH:10]=[CH:9][CH:8]=[CH:7][C:6]=1[Cl:11].[CH2:12]([O:14][C:15]1[CH:16]=[C:17]([C:21]([NH:23][NH2:24])=O)[CH:18]=[CH:19][CH:20]=1)[CH3:13]. (9) Given the product [N:28]1[CH:27]=[CH:26][C:25]([C:24]2[N:20]([C:17]3[CH:18]=[CH:19][C:14]([C:12]#[C:13][C:2]4[CH:11]=[CH:10][C:9]5[C:4](=[CH:5][CH:6]=[CH:7][CH:8]=5)[N:3]=4)=[CH:15][CH:16]=3)[N:21]=[CH:22][CH:23]=2)=[CH:30][CH:29]=1, predict the reactants needed to synthesize it. The reactants are: Br[C:2]1[CH:11]=[CH:10][C:9]2[C:4](=[CH:5][CH:6]=[CH:7][CH:8]=2)[N:3]=1.[C:12]([C:14]1[CH:19]=[CH:18][C:17]([N:20]2[C:24]([C:25]3[CH:30]=[CH:29][N:28]=[CH:27][CH:26]=3)=[CH:23][CH:22]=[N:21]2)=[CH:16][CH:15]=1)#[CH:13].